Regression/Classification. Given a drug SMILES string, predict its toxicity properties. Task type varies by dataset: regression for continuous values (e.g., LD50, hERG inhibition percentage) or binary classification for toxic/non-toxic outcomes (e.g., AMES mutagenicity, cardiotoxicity, hepatotoxicity). Dataset: ames. From a dataset of Ames mutagenicity test results for genotoxicity prediction. (1) The compound is Cc1cccc(O)c1N. The result is 0 (non-mutagenic). (2) The compound is Cc1cc(O)cc2oc(=O)c3c(O)cc(O)cc3c12. The result is 0 (non-mutagenic). (3) The molecule is c1ccc2c(c1)ccc1nc3ccc4c(c3cc12)CCCC4. The result is 1 (mutagenic). (4) The compound is CC(=O)Nc1ccc(-c2ccc(NC(C)=O)cc2)cc1. The result is 1 (mutagenic). (5) The compound is C[C@]12CC[C@H]3[C@@H](CC=C4C[C@@H](OC(=O)/C=C/c5cccc(N(CCCl)CCCl)c5)CC[C@@]43C)[C@@H]1CCC(=O)N2. The result is 1 (mutagenic). (6) The molecule is Cc1ccccc1N=Nc1ccc(N(C)C)cc1. The result is 0 (non-mutagenic). (7) The molecule is Cc1cc2cc3ccccc3c3ccc4cccc1c4c23. The result is 1 (mutagenic).